Dataset: CYP1A2 inhibition data for predicting drug metabolism from PubChem BioAssay. Task: Regression/Classification. Given a drug SMILES string, predict its absorption, distribution, metabolism, or excretion properties. Task type varies by dataset: regression for continuous measurements (e.g., permeability, clearance, half-life) or binary classification for categorical outcomes (e.g., BBB penetration, CYP inhibition). Dataset: cyp1a2_veith. The molecule is CCc1ccc(N(C(=O)c2csnn2)C(C(=O)NCc2ccccc2)c2ccco2)cc1. The result is 0 (non-inhibitor).